Dataset: Full USPTO retrosynthesis dataset with 1.9M reactions from patents (1976-2016). Task: Predict the reactants needed to synthesize the given product. (1) Given the product [C:27]([O:22][C:21]([N:12]1[CH:2]([CH3:1])[CH2:3][C:4]2[C:9](=[O:10])[NH:8][CH:7]=[N:6][C:5]=2[CH2:11]1)=[O:23])([CH3:28])([CH3:31])[CH3:25], predict the reactants needed to synthesize it. The reactants are: [CH3:1][CH:2]1[N:12](C(C2C=CC=CC=2)C)[CH2:11][C:5]2[N:6]=[CH:7][NH:8][C:9](=[O:10])[C:4]=2[CH2:3]1.[CH:21]([O-:23])=[O:22].[NH4+].[CH3:25]O.[CH2:27]1[CH2:31]OC[CH2:28]1. (2) Given the product [Br:1][C:2]1[CH:9]=[CH:8][C:7]([C:10]([F:12])([F:13])[F:11])=[CH:6][C:3]=1[CH2:4][OH:5], predict the reactants needed to synthesize it. The reactants are: [Br:1][C:2]1[CH:9]=[CH:8][C:7]([C:10]([F:13])([F:12])[F:11])=[CH:6][C:3]=1[CH:4]=[O:5].[BH4-].[Na+]. (3) Given the product [OH:16][C@@H:11]1[CH2:12][CH2:13][CH2:14][CH2:15][C@H:10]1[NH:9][C:6]1[CH2:5][CH2:4][CH2:3][C:2](=[O:7])[CH:1]=1, predict the reactants needed to synthesize it. The reactants are: [C:1]1(=O)[CH2:6][CH2:5][CH2:4][CH2:3][C:2]1=[O:7].[NH2:9][C@@H:10]1[CH2:15][CH2:14][CH2:13][CH2:12][C@H:11]1[OH:16]. (4) Given the product [O:3]1[CH:9]2[CH:8]1[CH2:7][CH:6]([CH2:12][O:13][C:14](=[O:23])[CH2:15][CH:16]([CH3:22])[CH2:17][C:18]([CH3:19])([CH3:21])[CH3:20])[CH2:11][CH2:10]2, predict the reactants needed to synthesize it. The reactants are: C(OO)(=[O:3])C.[CH:6]1([CH2:12][O:13][C:14](=[O:23])[CH2:15][CH:16]([CH3:22])[CH2:17][C:18]([CH3:21])([CH3:20])[CH3:19])[CH2:11][CH2:10][CH:9]=[CH:8][CH2:7]1.O. (5) Given the product [CH3:1][O:2][CH2:3][C:4]([O:5][CH2:9][CH2:8][NH:7][CH3:12])=[O:15], predict the reactants needed to synthesize it. The reactants are: [CH3:1][O:2][CH2:3][C:4](Cl)=[O:5].[N:7]1[CH:12]=CC=[CH:9][CH:8]=1.C(OCC)(=[O:15])C. (6) Given the product [Cl:1][C:2]1[CH:3]=[CH:4][C:5]([C:24]#[N:25])=[C:6]([C:8]2[C:13]([O:14][CH3:15])=[CH:12][N:11]([CH:16]([CH2:20][C:21]#[CH:22])[C:17]([NH:26][C:27]3[CH:39]=[CH:38][C:30]([C:31]([O:33][C:34]([CH3:35])([CH3:36])[CH3:37])=[O:32])=[CH:29][CH:28]=3)=[O:18])[C:10](=[O:23])[CH:9]=2)[CH:7]=1, predict the reactants needed to synthesize it. The reactants are: [Cl:1][C:2]1[CH:3]=[CH:4][C:5]([C:24]#[N:25])=[C:6]([C:8]2[C:13]([O:14][CH3:15])=[CH:12][N:11]([CH:16]([CH2:20][C:21]#[CH:22])[C:17](O)=[O:18])[C:10](=[O:23])[CH:9]=2)[CH:7]=1.[NH2:26][C:27]1[CH:39]=[CH:38][C:30]([C:31]([O:33][C:34]([CH3:37])([CH3:36])[CH3:35])=[O:32])=[CH:29][CH:28]=1.